Dataset: CYP3A4 substrate classification data from Carbon-Mangels et al.. Task: Regression/Classification. Given a drug SMILES string, predict its absorption, distribution, metabolism, or excretion properties. Task type varies by dataset: regression for continuous measurements (e.g., permeability, clearance, half-life) or binary classification for categorical outcomes (e.g., BBB penetration, CYP inhibition). Dataset: cyp3a4_substrate_carbonmangels. (1) The drug is CC(C)C[C@H](N(C)C)C1(c2ccc(Cl)cc2)CCC1. The result is 1 (substrate). (2) The compound is Cc1c(F)c(N2CCN[C@H](C)C2)cc2c1c(=O)c(C(=O)O)cn2C1CC1. The result is 0 (non-substrate). (3) The drug is Cc1ccccc1[C@H](OCCN(C)C)c1ccccc1. The result is 1 (substrate). (4) The compound is COCCOC(=O)C1=C(C)NC(C)=C(C(=O)OC(C)C)[C@@H]1c1cccc([N+](=O)[O-])c1. The result is 1 (substrate). (5) The drug is OCCN1CCN(CCCN2c3ccccc3Sc3ccc(Cl)cc32)CC1. The result is 1 (substrate).